From a dataset of NCI-60 drug combinations with 297,098 pairs across 59 cell lines. Regression. Given two drug SMILES strings and cell line genomic features, predict the synergy score measuring deviation from expected non-interaction effect. (1) Drug 1: CS(=O)(=O)C1=CC(=C(C=C1)C(=O)NC2=CC(=C(C=C2)Cl)C3=CC=CC=N3)Cl. Drug 2: CC1=C(C=C(C=C1)NC(=O)C2=CC=C(C=C2)CN3CCN(CC3)C)NC4=NC=CC(=N4)C5=CN=CC=C5. Cell line: OVCAR-5. Synergy scores: CSS=27.3, Synergy_ZIP=1.50, Synergy_Bliss=8.43, Synergy_Loewe=5.35, Synergy_HSA=6.32. (2) Drug 2: CS(=O)(=O)CCNCC1=CC=C(O1)C2=CC3=C(C=C2)N=CN=C3NC4=CC(=C(C=C4)OCC5=CC(=CC=C5)F)Cl. Cell line: COLO 205. Drug 1: C1=C(C(=O)NC(=O)N1)N(CCCl)CCCl. Synergy scores: CSS=39.0, Synergy_ZIP=3.51, Synergy_Bliss=5.33, Synergy_Loewe=0.734, Synergy_HSA=2.60. (3) Drug 1: CN(C)C1=NC(=NC(=N1)N(C)C)N(C)C. Drug 2: C1CC(C1)(C(=O)O)C(=O)O.[NH2-].[NH2-].[Pt+2]. Cell line: SF-295. Synergy scores: CSS=22.6, Synergy_ZIP=-1.45, Synergy_Bliss=-3.56, Synergy_Loewe=-13.5, Synergy_HSA=-1.70. (4) Drug 1: CC1=C(C(=CC=C1)Cl)NC(=O)C2=CN=C(S2)NC3=CC(=NC(=N3)C)N4CCN(CC4)CCO. Drug 2: CS(=O)(=O)CCNCC1=CC=C(O1)C2=CC3=C(C=C2)N=CN=C3NC4=CC(=C(C=C4)OCC5=CC(=CC=C5)F)Cl. Cell line: CAKI-1. Synergy scores: CSS=10.9, Synergy_ZIP=3.35, Synergy_Bliss=3.91, Synergy_Loewe=0.154, Synergy_HSA=3.95. (5) Drug 1: CC1=C(N=C(N=C1N)C(CC(=O)N)NCC(C(=O)N)N)C(=O)NC(C(C2=CN=CN2)OC3C(C(C(C(O3)CO)O)O)OC4C(C(C(C(O4)CO)O)OC(=O)N)O)C(=O)NC(C)C(C(C)C(=O)NC(C(C)O)C(=O)NCCC5=NC(=CS5)C6=NC(=CS6)C(=O)NCCC[S+](C)C)O. Drug 2: CCC1(CC2CC(C3=C(CCN(C2)C1)C4=CC=CC=C4N3)(C5=C(C=C6C(=C5)C78CCN9C7C(C=CC9)(C(C(C8N6C)(C(=O)OC)O)OC(=O)C)CC)OC)C(=O)OC)O.OS(=O)(=O)O. Cell line: KM12. Synergy scores: CSS=23.0, Synergy_ZIP=-3.23, Synergy_Bliss=3.69, Synergy_Loewe=0.239, Synergy_HSA=0.319. (6) Drug 1: CCC1(C2=C(COC1=O)C(=O)N3CC4=CC5=C(C=CC(=C5CN(C)C)O)N=C4C3=C2)O.Cl. Drug 2: C1C(C(OC1N2C=NC(=NC2=O)N)CO)O. Cell line: SF-539. Synergy scores: CSS=25.3, Synergy_ZIP=3.51, Synergy_Bliss=8.35, Synergy_Loewe=-21.2, Synergy_HSA=3.81. (7) Drug 1: CC12CCC3C(C1CCC2=O)CC(=C)C4=CC(=O)C=CC34C. Drug 2: C#CCC(CC1=CN=C2C(=N1)C(=NC(=N2)N)N)C3=CC=C(C=C3)C(=O)NC(CCC(=O)O)C(=O)O. Cell line: CAKI-1. Synergy scores: CSS=12.7, Synergy_ZIP=-1.11, Synergy_Bliss=-1.71, Synergy_Loewe=-2.65, Synergy_HSA=-1.61. (8) Drug 1: CN1CCC(CC1)COC2=C(C=C3C(=C2)N=CN=C3NC4=C(C=C(C=C4)Br)F)OC. Drug 2: C1CN(P(=O)(OC1)NCCCl)CCCl. Cell line: HCT-15. Synergy scores: CSS=6.99, Synergy_ZIP=-1.87, Synergy_Bliss=-1.93, Synergy_Loewe=-12.3, Synergy_HSA=-2.64.